From a dataset of Reaction yield outcomes from USPTO patents with 853,638 reactions. Predict the reaction yield, written as a fraction of the theoretical maximum amount of product (1.0 means a 100% yield; for example, 0.34 means a 34% yield). (1) The reactants are [C:1]1([C:7]2([N:14]3[CH2:19][CH2:18][CH:17]([N:20]4[C:24]5[CH:25]=[CH:26][CH:27]=[CH:28][C:23]=5[N:22]=[C:21]4[NH:29][CH2:30][CH2:31][NH2:32])[CH2:16][CH2:15]3)[CH2:13][CH2:12][CH2:11][CH2:10][CH2:9][CH2:8]2)[CH:6]=[CH:5][CH:4]=[CH:3][CH:2]=1.C([NH:40][C:41](N1C=CCN1C(=N)NC(OC(C)(C)C)=O)=[NH:42])(OC(C)(C)C)=O.O. The catalyst is C1COCC1. The product is [C:1]1([C:7]2([N:14]3[CH2:15][CH2:16][CH:17]([N:20]4[C:24]5[CH:25]=[CH:26][CH:27]=[CH:28][C:23]=5[N:22]=[C:21]4[NH:29][CH2:30][CH2:31][NH:32][C:41]([NH2:42])=[NH:40])[CH2:18][CH2:19]3)[CH2:13][CH2:12][CH2:11][CH2:10][CH2:9][CH2:8]2)[CH:2]=[CH:3][CH:4]=[CH:5][CH:6]=1. The yield is 0.714. (2) The reactants are [Cl-].O[NH3+:3].[C:4](=[O:7])([O-])[OH:5].[Na+].CS(C)=O.[CH2:13]([C:17]1[N:22]2[N:23]=[CH:24][N:25]=[C:21]2[N:20]([CH:26]2[CH2:35][CH2:34][C:29]3([O:33][CH2:32][CH2:31][O:30]3)[CH2:28][CH2:27]2)[C:19](=[O:36])[C:18]=1[CH2:37][C:38]1[CH:43]=[CH:42][C:41]([C:44]2[C:45]([C:50]#[N:51])=[CH:46][CH:47]=[CH:48][CH:49]=2)=[CH:40][CH:39]=1)[CH2:14][CH2:15][CH3:16]. The catalyst is C(OCC)(=O)C. The product is [CH2:13]([C:17]1[N:22]2[N:23]=[CH:24][N:25]=[C:21]2[N:20]([CH:26]2[CH2:27][CH2:28][C:29]3([O:33][CH2:32][CH2:31][O:30]3)[CH2:34][CH2:35]2)[C:19](=[O:36])[C:18]=1[CH2:37][C:38]1[CH:39]=[CH:40][C:41]([C:44]2[CH:49]=[CH:48][CH:47]=[CH:46][C:45]=2[C:50]2[NH:3][C:4](=[O:7])[O:5][N:51]=2)=[CH:42][CH:43]=1)[CH2:14][CH2:15][CH3:16]. The yield is 0.720. (3) The reactants are [NH:1]1[CH:7]([CH2:8][C:9]([OH:11])=O)[C:5](=[O:6])[NH:4][C:2]1=[O:3].[CH:12]([C:15]1[N:19]([CH2:20][C:21]2[CH:27]=[CH:26][C:24]([NH2:25])=[CH:23][CH:22]=2)[C:18]2[CH:28]=[CH:29][CH:30]=[CH:31][C:17]=2[N:16]=1)([CH3:14])[CH3:13]. The catalyst is CS(C)=O. The product is [O:3]=[C:2]1[NH:1][CH:7]([CH2:8][C:9]([NH:25][C:24]2[CH:23]=[CH:22][C:21]([CH2:20][N:19]3[C:18]4[CH:28]=[CH:29][CH:30]=[CH:31][C:17]=4[N:16]=[C:15]3[CH:12]([CH3:14])[CH3:13])=[CH:27][CH:26]=2)=[O:11])[C:5](=[O:6])[NH:4]1. The yield is 0.890.